This data is from Full USPTO retrosynthesis dataset with 1.9M reactions from patents (1976-2016). The task is: Predict the reactants needed to synthesize the given product. The reactants are: Br[CH2:2][C:3]1[C:7]([O:8][CH3:9])=[N:6][N:5]([C:10]2[CH:15]=[CH:14][C:13]([C:16]([F:19])([F:18])[F:17])=[CH:12][CH:11]=2)[N:4]=1.[F:20][C:21]([F:28])([F:27])[C:22]1[CH:26]=[CH:25][NH:24][N:23]=1.C(=O)([O-])[O-].[K+].[K+]. Given the product [CH3:9][O:8][C:7]1[C:3]([CH2:2][N:24]2[CH:25]=[CH:26][C:22]([C:21]([F:28])([F:27])[F:20])=[N:23]2)=[N:4][N:5]([C:10]2[CH:15]=[CH:14][C:13]([C:16]([F:19])([F:18])[F:17])=[CH:12][CH:11]=2)[N:6]=1, predict the reactants needed to synthesize it.